Dataset: Catalyst prediction with 721,799 reactions and 888 catalyst types from USPTO. Task: Predict which catalyst facilitates the given reaction. (1) Reactant: Cl.[CH3:2][O:3][C:4](=[O:24])[CH2:5][CH2:6][CH2:7][N:8]([CH2:16][C:17]1[CH:22]=[CH:21][C:20]([Cl:23])=[CH:19][CH:18]=1)[C:9]([C:11]1([CH3:15])[CH2:14][CH2:13][NH:12]1)=[O:10].[CH3:25][C:26]1[CH:27]=[C:28]([N:33]=[C:34]=[O:35])[CH:29]=[C:30]([CH3:32])[CH:31]=1. Product: [CH3:2][O:3][C:4](=[O:24])[CH2:5][CH2:6][CH2:7][N:8]([CH2:16][C:17]1[CH:18]=[CH:19][C:20]([Cl:23])=[CH:21][CH:22]=1)[C:9]([C:11]1([CH3:15])[CH2:14][CH2:13][N:12]1[C:34](=[O:35])[NH:33][C:28]1[CH:29]=[C:30]([CH3:32])[CH:31]=[C:26]([CH3:25])[CH:27]=1)=[O:10]. The catalyst class is: 1. (2) Reactant: [C:1]([O:5][C:6]([N:8]1[CH2:13][CH2:12][CH2:11][CH:10]([C:14]2[CH:19]=[CH:18][C:17](Br)=[CH:16][CH:15]=2)[CH2:9]1)=[O:7])([CH3:4])([CH3:3])[CH3:2].C(P(C(C)(C)C)C1C=CC=CC=1C1C=CC=CC=1)(C)(C)C.CC(C)([O-])C.[Na+].[CH:48]1([NH2:54])[CH2:53][CH2:52][CH2:51][CH2:50][CH2:49]1. Product: [C:1]([O:5][C:6]([N:8]1[CH2:13][CH2:12][CH2:11][CH:10]([C:14]2[CH:19]=[CH:18][C:17]([NH:54][CH:48]3[CH2:53][CH2:52][CH2:51][CH2:50][CH2:49]3)=[CH:16][CH:15]=2)[CH2:9]1)=[O:7])([CH3:4])([CH3:3])[CH3:2]. The catalyst class is: 164.